This data is from Volume of distribution at steady state (VDss) regression data from Lombardo et al.. The task is: Regression/Classification. Given a drug SMILES string, predict its absorption, distribution, metabolism, or excretion properties. Task type varies by dataset: regression for continuous measurements (e.g., permeability, clearance, half-life) or binary classification for categorical outcomes (e.g., BBB penetration, CYP inhibition). For this dataset (vdss_lombardo), we predict log10(VDss) (log10 of volume of distribution in L/kg). (1) The log10(VDss) is -0.570. The compound is C[C@@H](N)[C@H]1CC[C@@H](N)[C@@H](O[C@@H]2[C@@H](N)[C@@H](O)[C@@H](O)[C@@H](N(C)C(=O)CN)[C@H]2O)O1. (2) The compound is CC1OC(OC2C(O)CC(OC3C(O)CC(OC4CCC5(C)C(CCC6C5CC(O)C5(C)C(C7=CC(=O)OC7)CCC65O)C4)OC3C)OC2C)CC(O)C1O. The log10(VDss) is 0.610. (3) The log10(VDss) is 0.590. The compound is Cc1ccc(NC(=O)c2ccc(CN3CC[NH+](C)CC3)cc2)cc1Nc1nccc(-c2cccnc2)n1.